Task: Predict which catalyst facilitates the given reaction.. Dataset: Catalyst prediction with 721,799 reactions and 888 catalyst types from USPTO Reactant: [F:1][C:2]1[CH:7]=[CH:6][CH:5]=[CH:4][C:3]=1[NH:8][C:9](=[O:43])[NH:10][C:11]1[CH:16]=[CH:15][C:14]([CH2:17][C:18]([N:20]2[CH2:24][CH2:23][CH2:22][CH:21]2[CH2:25][N:26]([C:28]2[CH:37]=[CH:36][C:31]([C:32]([O:34][CH3:35])=[O:33])=[CH:30][C:29]=2[N+:38]([O-])=O)[CH3:27])=[O:19])=[CH:13][C:12]=1[O:41][CH3:42]. Product: [NH2:38][C:29]1[CH:30]=[C:31]([CH:36]=[CH:37][C:28]=1[N:26]([CH2:25][CH:21]1[CH2:22][CH2:23][CH2:24][N:20]1[C:18](=[O:19])[CH2:17][C:14]1[CH:15]=[CH:16][C:11]([NH:10][C:9]([NH:8][C:3]2[CH:4]=[CH:5][CH:6]=[CH:7][C:2]=2[F:1])=[O:43])=[C:12]([O:41][CH3:42])[CH:13]=1)[CH3:27])[C:32]([O:34][CH3:35])=[O:33]. The catalyst class is: 19.